This data is from Catalyst prediction with 721,799 reactions and 888 catalyst types from USPTO. The task is: Predict which catalyst facilitates the given reaction. Reactant: C[Si]([N-][Si](C)(C)C)(C)C.[Li+].[O:11]1[CH2:16][CH2:15][C:14](=[O:17])[CH2:13][CH2:12]1.N1([C:23](=[O:31])[CH2:24][CH2:25][CH:26]2[CH2:30][CH2:29][CH2:28][O:27]2)C=CN=C1.C(O)(=O)C. Product: [O:27]1[CH2:28][CH2:29][CH2:30][CH:26]1[CH2:25][CH2:24][C:23]([CH:13]1[C:14](=[O:17])[CH2:15][CH2:16][O:11][CH2:12]1)=[O:31]. The catalyst class is: 93.